The task is: Predict the reaction yield, written as a fraction of the theoretical maximum amount of product (1.0 means a 100% yield; for example, 0.34 means a 34% yield).. This data is from Reaction yield outcomes from USPTO patents with 853,638 reactions. (1) The reactants are [CH3:1][O:2][C:3]1[CH:4]=[C:5]([N:9]2[C@H:16]3[C@H:11]([CH2:12][CH2:13][N:14](C(OC(C)(C)C)=O)[CH2:15]3)[CH2:10]2)[CH:6]=[N:7][CH:8]=1.FC(F)(F)C(O)=O. No catalyst specified. The product is [CH3:1][O:2][C:3]1[CH:4]=[C:5]([N:9]2[C@H:16]3[C@H:11]([CH2:12][CH2:13][NH:14][CH2:15]3)[CH2:10]2)[CH:6]=[N:7][CH:8]=1. The yield is 0.910. (2) The reactants are [CH:1]1[N:2]=[C:3]2[CH2:10][CH:9]=[N:8][C:4]2=[C:5]([NH2:7])[N:6]=1.[CH3:11][C:12]1([CH3:24])[O:16][C@H:15]([C@@H:17]([CH2:21][S:22][CH3:23])[CH2:18][NH:19][CH3:20])[CH2:14][O:13]1.[CH2:25]=O.N. The catalyst is CO.O.O1CCOCC1. The product is [CH3:11][C:12]1([CH3:24])[O:16][C@H:15]([C@@H:17]([CH2:21][S:22][CH3:23])[CH2:18][N:19]([CH2:25][C:10]2[C:3]3[N:2]=[CH:1][N:6]=[C:5]([NH2:7])[C:4]=3[NH:8][CH:9]=2)[CH3:20])[CH2:14][O:13]1. The yield is 0.830.